This data is from Full USPTO retrosynthesis dataset with 1.9M reactions from patents (1976-2016). The task is: Predict the reactants needed to synthesize the given product. (1) Given the product [CH3:5][O:6][C:7]1[CH:29]=[CH:28][C:10]([CH2:11][C@H:12]([CH:25]([CH3:26])[CH3:27])[CH2:13][CH:14]([CH:16]2[O:20][C:19](=[O:21])[C@H:18]([CH:22]([CH3:23])[CH3:24])[CH2:17]2)[N:1]=[N+:2]=[N-:3])=[CH:9][C:8]=1[O:30][CH2:31][CH2:32][CH2:33][O:34][CH3:35], predict the reactants needed to synthesize it. The reactants are: [N-:1]=[N+:2]=[N-:3].[Na+].[CH3:5][O:6][C:7]1[CH:29]=[CH:28][C:10]([CH2:11][C@H:12]([CH:25]([CH3:27])[CH3:26])[CH2:13][CH:14]([CH:16]2[O:20][C:19](=[O:21])[C@H:18]([CH:22]([CH3:24])[CH3:23])[CH2:17]2)Br)=[CH:9][C:8]=1[O:30][CH2:31][CH2:32][CH2:33][O:34][CH3:35].O.C(OCC)(=O)C. (2) Given the product [C:1]([C:3]1[C:4]([N:15]2[CH2:16][CH2:17][CH:18]([C:21]([NH:46][S:43]([CH2:42][C:39]3[CH:40]=[CH:41][C:36]([F:35])=[CH:37][CH:38]=3)(=[O:45])=[O:44])=[O:23])[CH2:19][CH2:20]2)=[N:5][C:6]([CH3:14])=[C:7]([CH:8]=1)[C:9]([O:11][CH2:12][CH3:13])=[O:10])#[N:2], predict the reactants needed to synthesize it. The reactants are: [C:1]([C:3]1[C:4]([N:15]2[CH2:20][CH2:19][CH:18]([C:21]([OH:23])=O)[CH2:17][CH2:16]2)=[N:5][C:6]([CH3:14])=[C:7]([C:9]([O:11][CH2:12][CH3:13])=[O:10])[CH:8]=1)#[N:2].CCN=C=NCCCN(C)C.[F:35][C:36]1[CH:41]=[CH:40][C:39]([CH2:42][S:43]([NH2:46])(=[O:45])=[O:44])=[CH:38][CH:37]=1.C1C=CC2N(O)N=NC=2C=1.CCN(C(C)C)C(C)C.